Task: Predict the reactants needed to synthesize the given product.. Dataset: Full USPTO retrosynthesis dataset with 1.9M reactions from patents (1976-2016) (1) The reactants are: [H-].[Na+].CO[C:5]1[CH:10]=[CH:9][C:8]([OH:11])=[CH:7][CH:6]=1.[O-][C:13]1[CH:18]=CC=[CH:15][CH:14]=1. Given the product [CH2:6]1[CH2:7][C:8](=[O:11])[C:9]2[C:10](=[CH:18][CH:13]=[CH:14][CH:15]=2)[CH2:5]1, predict the reactants needed to synthesize it. (2) The reactants are: [CH3:1][O:2][CH:3](OC)[CH2:4]OC.Cl.[F:10][C:11]([F:26])([F:25])[C:12]1[CH:17]=[CH:16][C:15]([C:18]2[CH:23]=[CH:22][CH:21]=[C:20]([NH2:24])[CH:19]=2)=[CH:14][CH:13]=1.C(O[BH-](OC(=O)C)OC(=O)C)(=O)C.[Na+].C(O)(=O)C. Given the product [CH3:1][O:2][CH2:3][CH2:4][NH:24][C:20]1[CH:19]=[C:18]([C:15]2[CH:16]=[CH:17][C:12]([C:11]([F:10])([F:25])[F:26])=[CH:13][CH:14]=2)[CH:23]=[CH:22][CH:21]=1, predict the reactants needed to synthesize it. (3) Given the product [F:20][C:21]1[CH:26]=[CH:25][CH:24]=[CH:23][C:22]=1[O:27][C:28]1[CH:35]=[CH:34][C:31]([CH2:32][NH:33][C:11](=[O:13])[C:10]2[CH:14]=[CH:15][C:16]([F:18])=[N:17][C:9]=2[NH2:8])=[CH:30][CH:29]=1, predict the reactants needed to synthesize it. The reactants are: C(N(CC)CC)C.[NH2:8][C:9]1[N:17]=[C:16]([F:18])[CH:15]=[CH:14][C:10]=1[C:11]([OH:13])=O.Cl.[F:20][C:21]1[CH:26]=[CH:25][CH:24]=[CH:23][C:22]=1[O:27][C:28]1[CH:35]=[CH:34][C:31]([CH2:32][NH2:33])=[CH:30][CH:29]=1.CN([P+](ON1N=NC2C=CC=CC1=2)(N(C)C)N(C)C)C.F[P-](F)(F)(F)(F)F. (4) Given the product [C:1]([O:33][CH:30]([C:12]1[C:13]2[N:14]3[CH2:21][CH2:20][CH2:19][N:18]([C:22]4[C:27]([Cl:28])=[CH:26][C:25]([Cl:29])=[CH:24][N:23]=4)[C:15]3=[N:16][C:17]=2[C:9]([Cl:8])=[CH:10][CH:11]=1)[CH2:31][CH3:32])(=[O:3])[CH3:2], predict the reactants needed to synthesize it. The reactants are: [C:1](OC(=O)C)(=[O:3])[CH3:2].[Cl:8][C:9]1[C:17]2[N:16]=[C:15]3[N:18]([C:22]4[C:27]([Cl:28])=[CH:26][C:25]([Cl:29])=[CH:24][N:23]=4)[CH2:19][CH2:20][CH2:21][N:14]3[C:13]=2[C:12]([CH:30]([OH:33])[CH2:31][CH3:32])=[CH:11][CH:10]=1. (5) Given the product [ClH:13].[CH2:15]([O:9][C:8](=[O:10])[CH2:7][NH:6][CH:1]1[CH2:5][CH2:4][CH2:3][CH2:2]1)[CH3:16], predict the reactants needed to synthesize it. The reactants are: [CH:1]1([NH:6][CH2:7][C:8]([OH:10])=[O:9])[CH2:5][CH2:4][CH2:3][CH2:2]1.S(Cl)([Cl:13])=O.[CH3:15][CH2:16]O. (6) Given the product [NH2:33][C:34]1[C:39]([NH:40][C:30](=[O:32])[CH2:29][CH2:28][C:4]2[CH:3]=[C:2]([CH3:1])[CH:7]=[C:6]([NH:8][C:9]([C:10]3[CH:15]=[CH:14][CH:13]=[CH:12][CH:11]=3)([C:22]3[CH:23]=[CH:24][CH:25]=[CH:26][CH:27]=3)[C:16]3[CH:21]=[CH:20][CH:19]=[CH:18][CH:17]=3)[N:5]=2)=[CH:38][C:37]([C:41]2[CH:42]=[CH:43][C:44]([Cl:47])=[CH:45][CH:46]=2)=[CH:36][N:35]=1, predict the reactants needed to synthesize it. The reactants are: [CH3:1][C:2]1[CH:7]=[C:6]([NH:8][C:9]([C:22]2[CH:27]=[CH:26][CH:25]=[CH:24][CH:23]=2)([C:16]2[CH:21]=[CH:20][CH:19]=[CH:18][CH:17]=2)[C:10]2[CH:15]=[CH:14][CH:13]=[CH:12][CH:11]=2)[N:5]=[C:4]([CH2:28][CH2:29][C:30]([OH:32])=O)[CH:3]=1.[NH2:33][C:34]1[C:39]([NH2:40])=[CH:38][C:37]([C:41]2[CH:46]=[CH:45][C:44]([Cl:47])=[CH:43][CH:42]=2)=[CH:36][N:35]=1.C(N(C(C)C)CC)(C)C.